Task: Predict the reaction yield, written as a fraction of the theoretical maximum amount of product (1.0 means a 100% yield; for example, 0.34 means a 34% yield).. Dataset: Reaction yield outcomes from USPTO patents with 853,638 reactions (1) The reactants are C([O:8][C:9]1[CH:14]=[CH:13][C:12]([CH2:15][CH2:16][O:17][C@@H:18]2[CH2:23][CH2:22][CH2:21][CH2:20][C@H:19]2[N:24]2[CH2:28][CH2:27][C@@H:26]([OH:29])[CH2:25]2)=[CH:11][C:10]=1[O:30][CH3:31])C1C=CC=CC=1. The catalyst is CO.O.[Pd]. The product is [OH:8][C:9]1[CH:14]=[CH:13][C:12]([CH2:15][CH2:16][O:17][C@@H:18]2[CH2:23][CH2:22][CH2:21][CH2:20][C@H:19]2[N:24]2[CH2:28][CH2:27][C@@H:26]([OH:29])[CH2:25]2)=[CH:11][C:10]=1[O:30][CH3:31]. The yield is 0.430. (2) The reactants are Br[C:2]1[CH:7]=[CH:6][C:5]([O:8][C:9]([F:12])([F:11])[F:10])=[CH:4][CH:3]=1.[Mg].II.[F:16][C:17]([F:28])([F:27])[C:18](O[C:18](=[O:19])[C:17]([F:28])([F:27])[F:16])=[O:19]. The catalyst is C(OCC)C. The product is [F:16][C:17]([F:28])([F:27])[C:18]([C:2]1[CH:7]=[CH:6][C:5]([O:8][C:9]([F:12])([F:11])[F:10])=[CH:4][CH:3]=1)=[O:19]. The yield is 0.0200. (3) The reactants are [CH2:1]([O:8][C:9]1[CH:17]=[CH:16][C:12]([C:13]([OH:15])=O)=[CH:11][CH:10]=1)[C:2]1[CH:7]=[CH:6][CH:5]=[CH:4][CH:3]=1.C(Cl)(=O)C(Cl)=O.[NH2:24][C:25]1[CH:26]=[N:27][CH:28]=[CH:29][C:30]=1[OH:31].C(N(CC)CC)C. The catalyst is ClCCl.O.CN(C)C=O. The product is [CH2:1]([O:8][C:9]1[CH:10]=[CH:11][C:12]([C:13]([NH:24][C:25]2[CH:26]=[N:27][CH:28]=[CH:29][C:30]=2[OH:31])=[O:15])=[CH:16][CH:17]=1)[C:2]1[CH:3]=[CH:4][CH:5]=[CH:6][CH:7]=1. The yield is 0.710. (4) The catalyst is C(O)C. The product is [F:4][C:5]1[CH:10]=[CH:9][C:8]([S:11][C:12]2[C:20]([CH3:21])=[N:2][NH:3][C:13]=2[C:14]([O:16][CH2:17][CH3:18])=[O:15])=[CH:7][CH:6]=1. The yield is 0.720. The reactants are O.[NH2:2][NH2:3].[F:4][C:5]1[CH:10]=[CH:9][C:8]([S:11][CH:12]([C:20](=O)[CH3:21])[C:13](=O)[C:14]([O:16][CH2:17][CH3:18])=[O:15])=[CH:7][CH:6]=1.